This data is from Peptide-MHC class I binding affinity with 185,985 pairs from IEDB/IMGT. The task is: Regression. Given a peptide amino acid sequence and an MHC pseudo amino acid sequence, predict their binding affinity value. This is MHC class I binding data. (1) The peptide sequence is EIKFNDITF. The MHC is HLA-A31:01 with pseudo-sequence HLA-A31:01. The binding affinity (normalized) is 0.0847. (2) The peptide sequence is IGLIYPNV. The MHC is H-2-Db with pseudo-sequence H-2-Db. The binding affinity (normalized) is 0. (3) The peptide sequence is KFYGPFVDR. The MHC is HLA-A30:01 with pseudo-sequence HLA-A30:01. The binding affinity (normalized) is 0.463. (4) The peptide sequence is TVRPGNKGY. The MHC is HLA-B46:01 with pseudo-sequence HLA-B46:01. The binding affinity (normalized) is 0.0847. (5) The peptide sequence is FLKEEGGL. The MHC is HLA-B27:05 with pseudo-sequence HLA-B27:05. The binding affinity (normalized) is 0. (6) The peptide sequence is RTLHPFGCK. The MHC is HLA-A68:02 with pseudo-sequence HLA-A68:02. The binding affinity (normalized) is 0.0847. (7) The peptide sequence is WLLSPRGSR. The MHC is Patr-A0101 with pseudo-sequence Patr-A0101. The binding affinity (normalized) is 0.592. (8) The peptide sequence is WPISAILWF. The MHC is HLA-A02:02 with pseudo-sequence HLA-A02:02. The binding affinity (normalized) is 0.216.